Regression. Given two drug SMILES strings and cell line genomic features, predict the synergy score measuring deviation from expected non-interaction effect. From a dataset of NCI-60 drug combinations with 297,098 pairs across 59 cell lines. (1) Drug 1: CS(=O)(=O)C1=CC(=C(C=C1)C(=O)NC2=CC(=C(C=C2)Cl)C3=CC=CC=N3)Cl. Drug 2: CS(=O)(=O)CCNCC1=CC=C(O1)C2=CC3=C(C=C2)N=CN=C3NC4=CC(=C(C=C4)OCC5=CC(=CC=C5)F)Cl. Cell line: TK-10. Synergy scores: CSS=10.1, Synergy_ZIP=-2.92, Synergy_Bliss=2.01, Synergy_Loewe=-8.57, Synergy_HSA=1.13. (2) Drug 1: CC(C)NC(=O)C1=CC=C(C=C1)CNNC.Cl. Drug 2: C1CCC(C(C1)N)N.C(=O)(C(=O)[O-])[O-].[Pt+4]. Cell line: MOLT-4. Synergy scores: CSS=34.5, Synergy_ZIP=-0.919, Synergy_Bliss=-5.27, Synergy_Loewe=-47.2, Synergy_HSA=-8.82. (3) Drug 1: CC1=C2C(C(=O)C3(C(CC4C(C3C(C(C2(C)C)(CC1OC(=O)C(C(C5=CC=CC=C5)NC(=O)OC(C)(C)C)O)O)OC(=O)C6=CC=CC=C6)(CO4)OC(=O)C)OC)C)OC. Drug 2: CN(C)C1=NC(=NC(=N1)N(C)C)N(C)C. Cell line: MCF7. Synergy scores: CSS=47.0, Synergy_ZIP=6.29, Synergy_Bliss=6.99, Synergy_Loewe=-19.4, Synergy_HSA=4.98.